From a dataset of Forward reaction prediction with 1.9M reactions from USPTO patents (1976-2016). Predict the product of the given reaction. Given the reactants [CH3:1][O:2][CH:3]1[CH2:10][CH:9]2[CH:5]([CH2:6][CH:7](OS(C)(=O)=O)[CH2:8]2)[CH2:4]1.[N-:16]=[N+:17]=[N-:18].[Na+], predict the reaction product. The product is: [CH3:1][O:2][CH:3]1[CH2:10][CH:9]2[CH:5]([CH2:6][CH:7]([N:16]=[N+:17]=[N-:18])[CH2:8]2)[CH2:4]1.